From a dataset of Full USPTO retrosynthesis dataset with 1.9M reactions from patents (1976-2016). Predict the reactants needed to synthesize the given product. Given the product [CH2:26]([C:28]1[N:50]=[C:31]2[N:32]=[C:33]([C:42]3[CH:49]=[CH:48][C:45]([CH2:11][N:8]4[CH2:7][CH2:6][CH:5]([C:3]5[N:25]=[C:24]([C:19]6[CH:20]=[CH:21][CH:22]=[CH:23][N:18]=6)[NH:2][N:1]=5)[CH2:10][CH2:9]4)=[CH:44][CH:43]=3)[C:34]([C:36]3[CH:41]=[CH:40][CH:39]=[CH:38][CH:37]=3)=[CH:35][N:30]2[N:29]=1)[CH3:27], predict the reactants needed to synthesize it. The reactants are: [NH:1]([C:3]([CH:5]1[CH2:10][CH2:9][N:8]([C:11](OC(C)(C)C)=O)[CH2:7][CH2:6]1)=O)[NH2:2].[N:18]1[CH:23]=[CH:22][CH:21]=[CH:20][C:19]=1[C:24]#[N:25].[CH2:26]([C:28]1[N:50]=[C:31]2[N:32]=[C:33]([C:42]3[CH:49]=[CH:48][C:45](C=O)=[CH:44][CH:43]=3)[C:34]([C:36]3[CH:41]=[CH:40][CH:39]=[CH:38][CH:37]=3)=[CH:35][N:30]2[N:29]=1)[CH3:27].[BH-](OC(C)=O)(OC(C)=O)OC(C)=O.[Na+].